Predict the reactants needed to synthesize the given product. From a dataset of Full USPTO retrosynthesis dataset with 1.9M reactions from patents (1976-2016). (1) Given the product [CH3:1][O:2][C:3]1[CH:4]=[C:5]2[C:10](=[CH:11][C:12]=1[O:13][CH3:14])[N:9]=[CH:8][CH:7]=[C:6]2[O:15][C:16]1[C:22]([CH3:23])=[CH:21][C:19]([NH:20][C:40](=[O:42])[O:58][CH:56]([C:55]2[CH:59]=[CH:60][CH:61]=[CH:62][C:54]=2[O:53][CH2:51][CH3:52])[CH3:57])=[C:18]([CH3:24])[CH:17]=1, predict the reactants needed to synthesize it. The reactants are: [CH3:1][O:2][C:3]1[CH:4]=[C:5]2[C:10](=[CH:11][C:12]=1[O:13][CH3:14])[N:9]=[CH:8][CH:7]=[C:6]2[O:15][C:16]1[C:22]([CH3:23])=[CH:21][C:19]([NH2:20])=[C:18]([CH3:24])[CH:17]=1.C1(C)C=CC=CC=1.C(N(CC)CC)C.Cl[C:40](Cl)([O:42]C(=O)OC(Cl)(Cl)Cl)Cl.[CH2:51]([O:53][C:54]1[CH:62]=[CH:61][CH:60]=[CH:59][C:55]=1[CH:56]([OH:58])[CH3:57])[CH3:52]. (2) Given the product [CH2:16]([C:17]1[CH2:18][CH:19]2[CH:6]([CH:8]=1)[C:5](=[O:7])[CH2:20]2)[CH3:15], predict the reactants needed to synthesize it. The reactants are: C(O[C:5](=[O:7])[CH3:6])(=O)C.[CH2:8](N(CC)CC)C.[CH3:15][CH2:16][CH2:17][CH2:18][CH2:19][CH3:20].O. (3) The reactants are: [CH3:1][O:2][C:3]1[CH:8]=[CH:7][C:6]([CH:9]([CH:12]=O)[CH:10]=[O:11])=[CH:5][CH:4]=1.Cl.[NH2:15]O. Given the product [CH3:1][O:2][C:3]1[CH:8]=[CH:7][C:6]([C:9]2[CH:12]=[N:15][O:11][CH:10]=2)=[CH:5][CH:4]=1, predict the reactants needed to synthesize it.